Dataset: Reaction yield outcomes from USPTO patents with 853,638 reactions. Task: Predict the reaction yield, written as a fraction of the theoretical maximum amount of product (1.0 means a 100% yield; for example, 0.34 means a 34% yield). (1) The reactants are CC1C=CC=C2C=1CC(=O)N2.[C:12]([O:19]CC)(=[O:18])[C:13](OCC)=O.[O-]CC.[K+].[N+:26]([C:29]1[CH:34]=[CH:33][CH:32]=[C:31](C)[C:30]=1[CH3:36])([O-:28])=[O:27]. The catalyst is CCOCC. The product is [CH3:36][C:30]1([CH2:13][C:12]([OH:19])=[O:18])[C:29]([N+:26]([O-:28])=[O:27])=[CH:34][CH:33]=[CH:32][CH2:31]1. The yield is 0.450. (2) The reactants are [CH3:1][N:2]1[C:7](=[O:8])[C:6]([NH:9][C:10]2[CH:15]=[CH:14][C:13]([N:16]3[CH2:21][CH2:20][N:19]([CH:22]4[CH2:25][O:24][CH2:23]4)[CH2:18][C@@H:17]3[CH3:26])=[CH:12][N:11]=2)=[CH:5][C:4]([C:27]2[C:32]([CH:33]=[O:34])=[C:31]([N:35]3[CH2:47][CH2:46][C:45]4[N:44]5[C:39]([CH2:40][CH2:41][CH2:42][CH2:43]5)=[CH:38][C:37]=4[C:36]3=[O:48])[N:30]=[CH:29][CH:28]=2)=[CH:3]1.[BH4-].[Na+]. The catalyst is CO. The product is [OH:34][CH2:33][C:32]1[C:31]([N:35]2[CH2:47][CH2:46][C:45]3[N:44]4[C:39]([CH2:40][CH2:41][CH2:42][CH2:43]4)=[CH:38][C:37]=3[C:36]2=[O:48])=[N:30][CH:29]=[CH:28][C:27]=1[C:4]1[CH:5]=[C:6]([NH:9][C:10]2[CH:15]=[CH:14][C:13]([N:16]3[CH2:21][CH2:20][N:19]([CH:22]4[CH2:25][O:24][CH2:23]4)[CH2:18][C@@H:17]3[CH3:26])=[CH:12][N:11]=2)[C:7](=[O:8])[N:2]([CH3:1])[CH:3]=1. The yield is 0.630.